Dataset: Full USPTO retrosynthesis dataset with 1.9M reactions from patents (1976-2016). Task: Predict the reactants needed to synthesize the given product. (1) Given the product [Br:1][C:2]1[CH:3]=[C:4]2[C:5]([C:6]([OH:8])=[C:19]([C:26]([O:27][C:44]([CH3:43])([CH3:45])[CH3:35])=[O:29])[N:18]([CH2:13][C:14]([CH3:15])([CH3:16])[CH3:17])[C:9]2=[O:10])=[CH:11][CH:12]=1, predict the reactants needed to synthesize it. The reactants are: [Br:1][C:2]1[CH:3]=[C:4]2[C:9](=[O:10])[O:8][C:6](=O)[C:5]2=[CH:11][CH:12]=1.[CH2:13]([NH:18][CH2:19]C(OCC)=O)[C:14]([CH3:17])([CH3:16])[CH3:15].Cl.[C:26](=[O:29])([O-])[O-:27].[K+].[K+].CI.[O-][CH2:35]C.[Na+].C(O)C.O1[CH2:45][CH2:44][CH2:43]C1. (2) Given the product [Cl:1][C:2]1[N:3]=[C:4]([N:17]2[CH2:18][CH2:19][O:20][CH2:21][CH2:22]2)[C:5]2[O:10][C:9]3[N:11]=[CH:12][C:13]([CH2:15][N:27]4[CH2:28][CH2:29][N:24]([CH3:23])[CH2:25][CH2:26]4)=[CH:14][C:8]=3[C:6]=2[N:7]=1, predict the reactants needed to synthesize it. The reactants are: [Cl:1][C:2]1[N:3]=[C:4]([N:17]2[CH2:22][CH2:21][O:20][CH2:19][CH2:18]2)[C:5]2[O:10][C:9]3[N:11]=[CH:12][C:13]([CH:15]=O)=[CH:14][C:8]=3[C:6]=2[N:7]=1.[CH3:23][N:24]1[CH2:29][CH2:28][NH:27][CH2:26][CH2:25]1.[BH3-]C#N.[Na+].[BH-](OC(C)=O)(OC(C)=O)OC(C)=O.[Na+]. (3) Given the product [Br:1][C:2]1[C:7]([O:8][CH2:9][CH2:10][CH2:12][CH3:17])=[CH:6][CH:5]=[CH:4][N:3]=1, predict the reactants needed to synthesize it. The reactants are: [Br:1][C:2]1[C:7]([O:8][CH2:9][CH3:10])=[CH:6][CH:5]=[CH:4][N:3]=1.Br[C:12]1[C:17](O)=CC=CN=1.ICCCC. (4) The reactants are: [Cl:1][C:2]1[CH:13]=[C:12]([Cl:14])[CH:11]=[CH:10][C:3]=1[CH2:4][NH:5][C:6](=[O:9])[CH2:7]Cl.[C:15]([O-:18])(=[S:17])[CH3:16].[K+]. Given the product [C:15](=[O:18])([S:17][CH2:7][C:6](=[O:9])[NH:5][CH2:4][C:3]1[CH:10]=[CH:11][C:12]([Cl:14])=[CH:13][C:2]=1[Cl:1])[CH3:16], predict the reactants needed to synthesize it. (5) The reactants are: [NH2:1][C:2]1[C:3]([NH:10][C:11]2[CH:16]=[CH:15][C:14]([I:17])=[CH:13][C:12]=2[F:18])=[CH:4][C:5](=[O:9])[N:6]([CH3:8])[CH:7]=1.[CH2:19]([C:22]1([S:25](Cl)(=[O:27])=[O:26])[CH2:24][CH2:23]1)[CH:20]=[CH2:21].Cl. Given the product [CH2:19]([C:22]1([S:25]([NH:1][C:2]2[C:3]([NH:10][C:11]3[CH:16]=[CH:15][C:14]([I:17])=[CH:13][C:12]=3[F:18])=[CH:4][C:5](=[O:9])[N:6]([CH3:8])[CH:7]=2)(=[O:27])=[O:26])[CH2:24][CH2:23]1)[CH:20]=[CH2:21], predict the reactants needed to synthesize it. (6) Given the product [Cl:1][CH:2]([CH2:13][C:14]1[CH:23]=[CH:22][C:21]([O:24][CH3:25])=[C:20]2[C:15]=1[CH:16]=[CH:17][C:18](=[O:27])[N:19]2[CH3:26])[C:3]([OH:5])=[O:4], predict the reactants needed to synthesize it. The reactants are: [Cl:1][C:2]([CH2:13][C:14]1[CH:23]=[CH:22][C:21]([O:24][CH3:25])=[C:20]2[C:15]=1[CH:16]=[CH:17][C:18](=[O:27])[N:19]2[CH3:26])(C(OCC)=O)[C:3]([O:5]CC)=[O:4].C(O)(=O)C.Cl. (7) The reactants are: [Cl:1][C:2]1[N:7]=[C:6](Cl)[C:5]([CH2:9][C:10]([O:12][CH3:13])=[O:11])=[C:4]([CH3:14])[N:3]=1.COCCOC.[C:21]1(B(O)O)[CH:26]=[CH:25][CH:24]=[CH:23][CH:22]=1.C(N(C(C)C)CC)(C)C. Given the product [Cl:1][C:2]1[N:3]=[C:4]([CH3:14])[C:5]([CH2:9][C:10]([O:12][CH3:13])=[O:11])=[C:6]([C:21]2[CH:26]=[CH:25][CH:24]=[CH:23][CH:22]=2)[N:7]=1, predict the reactants needed to synthesize it. (8) Given the product [N+:8]([C:5]1[CH:6]=[CH:7][C:2]([N:15]2[CH2:14][CH2:13][N:12]([C:18]([O:20][CH2:21][C:22]([NH:24][CH3:25])=[O:23])=[O:19])[CH2:17][CH2:16]2)=[N:3][CH:4]=1)([O-:10])=[O:9], predict the reactants needed to synthesize it. The reactants are: Cl[C:2]1[CH:7]=[CH:6][C:5]([N+:8]([O-:10])=[O:9])=[CH:4][N:3]=1.Cl.[N:12]1([C:18]([O:20][CH2:21][C:22]([NH:24][CH3:25])=[O:23])=[O:19])[CH2:17][CH2:16][NH:15][CH2:14][CH2:13]1.C(N(CC)C(C)C)(C)C. (9) Given the product [F:34][C:35]1[CH:40]=[CH:39][C:38]([NH:41][C:42](=[O:43])[N:2]([CH3:1])[CH:3]2[CH2:8][CH2:7][N:6]([C:9]3[N:10]=[N:11][C:12]([C:19]4[N:20]([CH3:24])[N:21]=[CH:22][CH:23]=4)=[C:13]4[CH:18]=[CH:17][N:16]=[CH:15][C:14]=34)[CH2:5][CH2:4]2)=[C:37]([C:44]([F:45])([F:46])[F:47])[CH:36]=1, predict the reactants needed to synthesize it. The reactants are: [CH3:1][NH:2][CH:3]1[CH2:8][CH2:7][N:6]([C:9]2[N:10]=[N:11][C:12]([C:19]3[N:20]([CH3:24])[N:21]=[CH:22][CH:23]=3)=[C:13]3[CH:18]=[CH:17][N:16]=[CH:15][C:14]=23)[CH2:5][CH2:4]1.C(N(CC)C(C)C)(C)C.[F:34][C:35]1[CH:40]=[CH:39][C:38]([N:41]=[C:42]=[O:43])=[C:37]([C:44]([F:47])([F:46])[F:45])[CH:36]=1.